This data is from Forward reaction prediction with 1.9M reactions from USPTO patents (1976-2016). The task is: Predict the product of the given reaction. (1) The product is: [F:39][CH:40]([F:49])[C:41]([N:23]([CH2:22][CH2:21][CH2:20][N:18]([CH2:17][CH2:16][C@@:7]1([OH:15])[CH2:6][CH2:5][C:4]2[C:9](=[CH:10][CH:11]=[C:2]([F:1])[CH:3]=2)[C@@H:8]1[CH:12]([CH3:14])[CH3:13])[CH3:19])[CH2:24][C:25]([CH2:26][O:27][CH3:28])([CH3:29])[CH2:30][O:31][CH3:32])=[O:42]. Given the reactants [F:1][C:2]1[CH:3]=[C:4]2[C:9](=[CH:10][CH:11]=1)[C@H:8]([CH:12]([CH3:14])[CH3:13])[C@:7]([CH2:16][CH2:17][N:18]([CH2:20][CH2:21][CH2:22][NH:23][CH2:24][C:25]([CH2:30][O:31][CH3:32])([CH3:29])[CH2:26][O:27][CH3:28])[CH3:19])([OH:15])[CH2:6][CH2:5]2.N1C=CC=CC=1.[F:39][CH:40]([F:49])[C:41](O[C:41](=[O:42])[CH:40]([F:49])[F:39])=[O:42], predict the reaction product. (2) Given the reactants [NH2:1][C@@H:2]([CH3:19])[CH2:3][N:4]1[CH:8]=[CH:7][C:6]([C:9]2[CH:16]=[C:15]([Cl:17])[C:12]([C:13]#[N:14])=[C:11]([Cl:18])[CH:10]=2)=[N:5]1.[C:20]([C:23]1[CH:27]=[C:26]([C:28](O)=[O:29])[NH:25][N:24]=1)(=[O:22])[CH3:21].C1C=CC2N(O)N=NC=2C=1.CCN(C(C)C)C(C)C.CCN=C=NCCCN(C)C, predict the reaction product. The product is: [C:20]([C:23]1[CH:27]=[C:26]([C:28]([NH:1][C@@H:2]([CH3:19])[CH2:3][N:4]2[CH:8]=[CH:7][C:6]([C:9]3[CH:10]=[C:11]([Cl:18])[C:12]([C:13]#[N:14])=[C:15]([Cl:17])[CH:16]=3)=[N:5]2)=[O:29])[NH:25][N:24]=1)(=[O:22])[CH3:21]. (3) Given the reactants [Cl:1][C:2]1[CH:3]=[C:4]2[C:8](=[C:9]([C:11]([OH:13])=O)[CH:10]=1)[NH:7][CH:6]=[CH:5]2.[C:14]([C:18]1[CH:37]=[CH:36][C:21]([CH2:22][NH:23][CH2:24][CH2:25][N:26]([CH2:34][CH3:35])[C:27]2[CH:28]=[C:29]([CH3:33])[CH:30]=[CH:31][CH:32]=2)=[CH:20][CH:19]=1)([CH3:17])([CH3:16])[CH3:15].CCN=C=NCCCN(C)C.Cl, predict the reaction product. The product is: [C:14]([C:18]1[CH:37]=[CH:36][C:21]([CH2:22][N:23]([CH2:24][CH2:25][N:26]([CH2:34][CH3:35])[C:27]2[CH:28]=[C:29]([CH3:33])[CH:30]=[CH:31][CH:32]=2)[C:11]([C:9]2[CH:10]=[C:2]([Cl:1])[CH:3]=[C:4]3[C:8]=2[NH:7][CH:6]=[CH:5]3)=[O:13])=[CH:20][CH:19]=1)([CH3:16])([CH3:15])[CH3:17]. (4) Given the reactants O=C1CCC(=O)N1O[C:9](=[O:27])[C:10]1[CH:15]=[CH:14][C:13]([O:16][C:17](=[O:26])[N:18]([CH3:25])[C:19]2[CH:24]=[CH:23][CH:22]=[CH:21][CH:20]=2)=[CH:12][CH:11]=1.[CH:28]1([NH2:31])[CH2:30][CH2:29]1, predict the reaction product. The product is: [CH:28]1([NH:31][C:9]([C:10]2[CH:11]=[CH:12][C:13]([O:16][C:17](=[O:26])[N:18]([CH3:25])[C:19]3[CH:20]=[CH:21][CH:22]=[CH:23][CH:24]=3)=[CH:14][CH:15]=2)=[O:27])[CH2:30][CH2:29]1. (5) Given the reactants [CH3:1][CH:2]([C:4]1[CH:11]=[C:10]([OH:12])[C:8](=[O:9])[CH:7]=[CH:6][CH:5]=1)[CH3:3].[N:13]1[CH:18]=[CH:17][CH:16]=[N:15][C:14]=1[N:19]1[CH2:24][CH2:23][NH:22][CH2:21][CH2:20]1.[C:25](O)(=O)C.C=O, predict the reaction product. The product is: [OH:12][C:10]1[C:8](=[O:9])[C:7]([CH2:25][N:22]2[CH2:23][CH2:24][N:19]([C:14]3[N:15]=[CH:16][CH:17]=[CH:18][N:13]=3)[CH2:20][CH2:21]2)=[CH:6][CH:5]=[C:4]([CH:2]([CH3:1])[CH3:3])[CH:11]=1. (6) The product is: [CH2:32]([O:8][C:6](=[O:7])[C:5]1[CH:9]=[C:10]([C:11]#[N:12])[C:2]([N:30]2[CH2:29][CH:28]([C:26](=[O:27])[NH:25][S:22]([CH2:15][C:16]3[CH:17]=[CH:18][CH:19]=[CH:20][CH:21]=3)(=[O:23])=[O:24])[CH2:31]2)=[N:3][C:4]=1[CH2:13][Cl:14])[CH3:33]. Given the reactants Cl[C:2]1[C:10]([C:11]#[N:12])=[CH:9][C:5]([C:6]([O-:8])=[O:7])=[C:4]([CH2:13][Cl:14])[N:3]=1.[CH2:15]([S:22]([NH:25][C:26]([CH:28]1[CH2:31][NH:30][CH2:29]1)=[O:27])(=[O:24])=[O:23])[C:16]1[CH:21]=[CH:20][CH:19]=[CH:18][CH:17]=1.[CH3:32][CH2:33]O, predict the reaction product. (7) Given the reactants [N:1]([CH2:4][CH:5]1[NH:9][C:8](=[O:10])[CH2:7][CH2:6]1)=[N+:2]=[N-:3].[H-].[Na+].Cl[CH2:14][C:15]([O:17][CH3:18])=[O:16], predict the reaction product. The product is: [N:1]([CH2:4][CH:5]1[CH2:6][CH2:7][C:8](=[O:10])[N:9]1[CH2:14][C:15]([O:17][CH3:18])=[O:16])=[N+:2]=[N-:3]. (8) Given the reactants [C:1]([O:5][C:6]([N:8]1[CH2:13][CH2:12][O:11][C@H:10]([C:14]2[CH:19]=[CH:18][CH:17]=[C:16]([Cl:20])[CH:15]=2)[CH2:9]1)=[O:7])([CH3:4])([CH3:3])[CH3:2].O1CCOCC1, predict the reaction product. The product is: [C:1]([O:5][C:6]([N:8]1[CH2:13][CH2:12][O:11][C@H:10]([C:14]2[CH:19]=[CH:18][CH:17]=[C:16]([Cl:20])[CH:15]=2)[CH2:9]1)=[O:7])([CH3:4])([CH3:2])[CH3:3].[ClH:20].[Cl:20][C:16]1[CH:15]=[C:14]([C@H:10]2[O:11][CH2:12][CH2:13][NH:8][CH2:9]2)[CH:19]=[CH:18][CH:17]=1. (9) The product is: [Cl:12][C:13]1[CH:18]=[C:17]([C:19]2[S:4][C:3]3[CH:5]=[CH:6][CH:7]=[CH:8][C:2]=3[C:1](=[O:10])[N:20]=2)[CH:16]=[CH:15][N:14]=1. Given the reactants [C:1]([O:10]C)(=O)[C:2]1[C:3](=[CH:5][CH:6]=[CH:7][CH:8]=1)[SH:4].[Cl:12][C:13]1[CH:18]=[C:17]([C:19]#[N:20])[CH:16]=[CH:15][N:14]=1.C(N(CC)CC)C, predict the reaction product.